This data is from Forward reaction prediction with 1.9M reactions from USPTO patents (1976-2016). The task is: Predict the product of the given reaction. (1) Given the reactants [CH3:1][N:2]1[C@H:6]2[C@@H:7]([C:19]([O:21]C)=[O:20])[C@@H:8]([O:10]C(C3C=CC=CC=3)=O)[CH2:9][C@@H:3]1[CH2:4][CH2:5]2.Cl.Cl, predict the reaction product. The product is: [CH3:1][N:2]1[C@H:6]2[C@@H:7]([C:19]([OH:21])=[O:20])[C@@H:8]([OH:10])[CH2:9][C@@H:3]1[CH2:4][CH2:5]2. (2) Given the reactants [Br:1][C:2]1[C:3]([F:19])=[C:4]2[O:8][C:7]([C:9]([CH3:13])([CH3:12])[CH2:10][OH:11])=[N:6][C:5]2=[C:14]([C:17]#[N:18])[C:15]=1[CH3:16].F[B-](F)(F)F.[H+].[CH3:26][Si](C=[N+]=[N-])(C)C.O, predict the reaction product. The product is: [Br:1][C:2]1[C:3]([F:19])=[C:4]2[O:8][C:7]([C:9]([CH3:13])([CH3:12])[CH2:10][O:11][CH3:26])=[N:6][C:5]2=[C:14]([C:17]#[N:18])[C:15]=1[CH3:16].